From a dataset of Catalyst prediction with 721,799 reactions and 888 catalyst types from USPTO. Predict which catalyst facilitates the given reaction. (1) Reactant: [NH2:1][C:2]1[CH:3]=[C:4]([CH3:9])[C:5](Cl)=[N:6][CH:7]=1.C([O-])([O-])=O.[Na+].[Na+].[C:16]([C:18]1[CH:23]=[CH:22][C:21](B(O)O)=[CH:20][CH:19]=1)#[N:17]. Product: [NH2:1][C:2]1[CH:3]=[C:4]([CH3:9])[C:5]([C:21]2[CH:22]=[CH:23][C:18]([C:16]#[N:17])=[CH:19][CH:20]=2)=[N:6][CH:7]=1. The catalyst class is: 108. (2) Reactant: C([O-])([O-])=O.[Na+].[Na+].Br[C:8]1[CH:9]=[C:10]([C:13]#[C:14][C:15]2[CH:28]=[CH:27][C:18]([O:19][CH2:20][CH2:21][N:22]3[CH2:26][CH2:25][CH2:24][CH2:23]3)=[CH:17][CH:16]=2)[S:11][CH:12]=1.[Cl:29][C:30]1[CH:35]=[CH:34][C:33](OB(O)O)=[CH:32][CH:31]=1. Product: [Cl:29][C:30]1[CH:35]=[CH:34][C:33]([C:8]2[CH:9]=[C:10]([C:13]#[C:14][C:15]3[CH:28]=[CH:27][C:18]([O:19][CH2:20][CH2:21][N:22]4[CH2:26][CH2:25][CH2:24][CH2:23]4)=[CH:17][CH:16]=3)[S:11][CH:12]=2)=[CH:32][CH:31]=1. The catalyst class is: 12. (3) Reactant: Cl.[NH2:2][C@@H:3]1[CH2:11][O:10][CH2:9][C@H:8]([O:12][CH2:13][C:14]2[CH:19]=[CH:18][CH:17]=[CH:16][CH:15]=2)[C@@H:7]([O:20][CH2:21][C:22]2[CH:27]=[CH:26][CH:25]=[CH:24][CH:23]=2)[C@@H:6]([CH3:28])[O:5][C:4]1=[O:29].[OH:30][C:31]1[C:32]([C:39](O)=[O:40])=[N:33][CH:34]=[CH:35][C:36]=1[O:37][CH3:38].CN1CCOCC1.CN(C(ON1N=NC2C=CC=NC1=2)=[N+](C)C)C.F[P-](F)(F)(F)(F)F. Product: [CH2:13]([O:12][C@@H:8]1[C@@H:7]([O:20][CH2:21][C:22]2[CH:27]=[CH:26][CH:25]=[CH:24][CH:23]=2)[C@@H:6]([CH3:28])[O:5][C:4](=[O:29])[C@H:3]([NH:2][C:39](=[O:40])[C:32]2[C:31]([OH:30])=[C:36]([O:37][CH3:38])[CH:35]=[CH:34][N:33]=2)[CH2:11][O:10][CH2:9]1)[C:14]1[CH:19]=[CH:18][CH:17]=[CH:16][CH:15]=1. The catalyst class is: 2. (4) Reactant: [CH:1]1([C:4]([NH:6][C:7]2[CH:8]=[CH:9][CH:10]=[C:11]3[C:15]=2[C:14](=[O:16])[N:13]([CH:17]([C:22]2[CH:27]=[CH:26][C:25]([O:28][CH:29]([F:31])[F:30])=[C:24]([O:32][CH2:33][CH3:34])[CH:23]=2)[CH2:18][C:19]([OH:21])=O)[CH2:12]3)=[O:5])[CH2:3][CH2:2]1.C1N=[CH:38][N:37](C(N2C=NC=C2)=O)[CH:36]=1.CNC. Product: [F:30][CH:29]([F:31])[O:28][C:25]1[CH:26]=[CH:27][C:22]([CH:17]([N:13]2[C:14](=[O:16])[C:15]3[C:11](=[CH:10][CH:9]=[CH:8][C:7]=3[NH:6][C:4]([CH:1]3[CH2:2][CH2:3]3)=[O:5])[CH2:12]2)[CH2:18][C:19](=[O:21])[N:37]([CH3:38])[CH3:36])=[CH:23][C:24]=1[O:32][CH2:33][CH3:34]. The catalyst class is: 1. (5) Reactant: [Cl:1][C:2]1[N:3]=[C:4]([N:12]2[CH2:17][CH2:16][O:15][CH2:14][CH2:13]2)[C:5]2[S:10][C:9](I)=[CH:8][C:6]=2[N:7]=1.[O:18]1[CH2:22][CH2:21][NH:20][C:19]1=[O:23].[O-]P([O-])([O-])=O.[K+].[K+].[K+].CN(C)CCN. Product: [Cl:1][C:2]1[N:3]=[C:4]([N:12]2[CH2:17][CH2:16][O:15][CH2:14][CH2:13]2)[C:5]2[S:10][C:9]([N:20]3[CH2:21][CH2:22][O:18][C:19]3=[O:23])=[CH:8][C:6]=2[N:7]=1. The catalyst class is: 830. (6) Reactant: C(N([CH2:17][C:18](O)=O)CC(O)=O)CN(CC(O)=O)CC(O)=O.C([O-])(=O)CCCCCCC/C=C\CCCCCCCC.[K+].[Cl-].[K+].C=O.[C:46]1([S:56](O)(=O)=O)[C:55]2[C:50](=[CH:51][CH:52]=[CH:53][CH:54]=2)[CH:49]=[CH:48][CH:47]=1.[Na]. Product: [CH2:46]([SH:56])[CH2:47][CH2:48][CH2:49][CH2:50][CH2:51][CH2:52][CH2:53][CH2:54][CH2:55][CH2:17][CH3:18]. The catalyst class is: 6.